This data is from Reaction yield outcomes from USPTO patents with 853,638 reactions. The task is: Predict the reaction yield, written as a fraction of the theoretical maximum amount of product (1.0 means a 100% yield; for example, 0.34 means a 34% yield). (1) The reactants are [H-].[Na+].[CH2:3]([O:5][C:6]([C:8]1[NH:9][C:10]2[C:15]([CH:16]=1)=[CH:14][C:13]([C:17]([O:19][CH2:20][CH3:21])=[O:18])=[CH:12][CH:11]=2)=[O:7])[CH3:4].[CH3:22]I. The catalyst is CN(C=O)C. The product is [CH2:3]([O:5][C:6]([C:8]1[N:9]([CH3:22])[C:10]2[C:15]([CH:16]=1)=[CH:14][C:13]([C:17]([O:19][CH2:20][CH3:21])=[O:18])=[CH:12][CH:11]=2)=[O:7])[CH3:4]. The yield is 0.970. (2) The reactants are Br[C:2]1[N:10]([CH2:11][C:12]2[CH:17]=[CH:16][C:15]([O:18][CH3:19])=[CH:14][CH:13]=2)[C:9]2[C:8](=[O:20])[N:7]3[C:21]([CH3:24])=[N:22][N:23]=[C:6]3[N:5]([CH2:25][CH2:26][CH2:27][CH2:28][CH3:29])[C:4]=2[N:3]=1.[CH3:30][S:31]C.[Na].C(COC)OC. No catalyst specified. The product is [CH3:19][O:18][C:15]1[CH:16]=[CH:17][C:12]([CH2:11][N:10]2[C:9]3[C:8](=[O:20])[N:7]4[C:21]([CH3:24])=[N:22][N:23]=[C:6]4[N:5]([CH2:25][CH2:26][CH2:27][CH2:28][CH3:29])[C:4]=3[N:3]=[C:2]2[S:31][CH3:30])=[CH:13][CH:14]=1. The yield is 0.795. (3) The reactants are [NH2:1][C:2]1[CH:7]=[CH:6][C:5]([N:8]2[CH:13]=[CH:12][C:11](=[O:14])[CH2:10][CH2:9]2)=[C:4]([F:15])[CH:3]=1.[CH2:16]([O:18][C:19]([C@H:21]1[CH2:23][O:22]1)=[O:20])[CH3:17].[O-]S(C(F)(F)F)(=O)=O.[Li+]. The catalyst is C(#N)C. The product is [CH2:16]([O:18][C:19](=[O:20])[C@H:21]([OH:22])[CH2:23][NH:1][C:2]1[CH:7]=[CH:6][C:5]([N:8]2[CH:9]=[CH:10][C:11](=[O:14])[CH2:12][CH2:13]2)=[C:4]([F:15])[CH:3]=1)[CH3:17]. The yield is 0.450. (4) The reactants are [CH3:1][C:2]1[CH:7]=[CH:6][N:5]=[CH:4][C:3]=1[N:8]1[CH2:12][CH2:11][NH:10][C:9]1=[O:13].Br[C:15]1[C:19]2[C:20]([Cl:24])=[N:21][CH:22]=[CH:23][C:18]=2[S:17][CH:16]=1.N[C@@H]1CCCC[C@H]1N.P([O-])([O-])([O-])=O.[K+].[K+].[K+]. The catalyst is [Cu](I)I.O1CCOCC1. The product is [Cl:24][C:20]1[C:19]2[C:15]([N:10]3[CH2:11][CH2:12][N:8]([C:3]4[CH:4]=[N:5][CH:6]=[CH:7][C:2]=4[CH3:1])[C:9]3=[O:13])=[CH:16][S:17][C:18]=2[CH:23]=[CH:22][N:21]=1. The yield is 0.100. (5) The reactants are [F:1][C:2]1[CH:10]=[C:9]2[C:5]([CH:6]=[N:7][N:8]2[CH3:11])=[C:4]([C:12](=[N:14]O)[CH3:13])[CH:3]=1.[NH4+].[Cl-]. The catalyst is CO.[Zn]. The product is [F:1][C:2]1[CH:10]=[C:9]2[C:5]([CH:6]=[N:7][N:8]2[CH3:11])=[C:4]([CH:12]([NH2:14])[CH3:13])[CH:3]=1. The yield is 0.870. (6) The reactants are O.[NH2:2][NH2:3].CS[C:6]([S:33][CH3:34])=[CH:7][C:8]([C:10]1[N:26](C2CCCCO2)[C:13]2=[CH:14][C:15]3[C:16]([CH3:25])([CH3:24])[C:17](=[O:23])[N:18]([CH2:21][CH3:22])[C:19]=3[CH:20]=[C:12]2[N:11]=1)=O. The catalyst is C(#N)C. The product is [CH2:21]([N:18]1[C:19]2[CH:20]=[C:12]3[N:11]=[C:10]([C:8]4[CH:7]=[C:6]([S:33][CH3:34])[NH:3][N:2]=4)[NH:26][C:13]3=[CH:14][C:15]=2[C:16]([CH3:24])([CH3:25])[C:17]1=[O:23])[CH3:22]. The yield is 0.810. (7) The reactants are [Cl:1][C:2]1[CH:7]=[CH:6][N:5]=[C:4]2[CH:8]=[CH:9][S:10][C:3]=12.[Li]CCCC.[CH2:16]([Sn:20]([CH2:26][CH2:27][CH2:28][CH3:29])([CH2:22][CH2:23][CH2:24][CH3:25])Cl)[CH2:17][CH2:18][CH3:19].CCOC(C)=O.CCCCCC. The catalyst is C1COCC1. The product is [Cl:1][C:2]1[CH:7]=[CH:6][N:5]=[C:4]2[CH:8]=[C:9]([Sn:20]([CH2:22][CH2:23][CH2:24][CH3:25])([CH2:26][CH2:27][CH2:28][CH3:29])[CH2:16][CH2:17][CH2:18][CH3:19])[S:10][C:3]=12. The yield is 0.770.